From a dataset of Reaction yield outcomes from USPTO patents with 853,638 reactions. Predict the reaction yield, written as a fraction of the theoretical maximum amount of product (1.0 means a 100% yield; for example, 0.34 means a 34% yield). The reactants are [NH2:1][C@@:2]([C:6]1[CH:15]=[CH:14][C:13]2[C:8](=[CH:9][CH:10]=[C:11]([O:16][CH:17]3[CH2:22][CH2:21][CH:20]([CH2:23][CH2:24][CH2:25][CH3:26])[CH2:19][CH2:18]3)[CH:12]=2)[CH:7]=1)([CH3:5])[CH2:3][OH:4].[OH-].[Li+].C(O)C.O. No catalyst specified. The product is [NH2:1][C@@:2]([C:6]1[CH:15]=[CH:14][C:13]2[C:8](=[CH:9][CH:10]=[C:11]([O:16][C@H:17]3[CH2:18][CH2:19][C@H:20]([CH2:23][CH2:24][CH2:25][CH3:26])[CH2:21][CH2:22]3)[CH:12]=2)[CH:7]=1)([CH3:5])[CH2:3][OH:4]. The yield is 0.660.